Dataset: Reaction yield outcomes from USPTO patents with 853,638 reactions. Task: Predict the reaction yield, written as a fraction of the theoretical maximum amount of product (1.0 means a 100% yield; for example, 0.34 means a 34% yield). The reactants are [NH2:1][CH2:2][CH2:3][N:4]1[CH2:11][CH:10]2[O:12][CH:6]([CH2:7][N:8]([CH2:13][C@H:14]([OH:25])[CH2:15][O:16][C:17]3[CH:24]=[CH:23][C:20]([C:21]#[N:22])=[CH:19][CH:18]=3)[CH2:9]2)[CH2:5]1.[C:26]1([CH2:32][S:33](Cl)(=[O:35])=[O:34])[CH:31]=[CH:30][CH:29]=[CH:28][CH:27]=1.C([O-])([O-])=O.[K+].[K+]. The catalyst is C(Cl)Cl.C(N(CC)CC)C.C(#N)C. The product is [C:21]([C:20]1[CH:19]=[CH:18][C:17]([O:16][CH2:15][C@@H:14]([OH:25])[CH2:13][N:8]2[CH2:9][CH:10]3[O:12][CH:6]([CH2:5][N:4]([CH2:3][CH2:2][NH:1][S:33]([CH2:32][C:26]4[CH:31]=[CH:30][CH:29]=[CH:28][CH:27]=4)(=[O:35])=[O:34])[CH2:11]3)[CH2:7]2)=[CH:24][CH:23]=1)#[N:22]. The yield is 0.720.